This data is from Peptide-MHC class II binding affinity with 134,281 pairs from IEDB. The task is: Regression. Given a peptide amino acid sequence and an MHC pseudo amino acid sequence, predict their binding affinity value. This is MHC class II binding data. (1) The peptide sequence is KSVIGTFVAEFKSRF. The MHC is DRB1_0101 with pseudo-sequence DRB1_0101. The binding affinity (normalized) is 0.648. (2) The peptide sequence is LTQPLQQVTSLFSQV. The MHC is HLA-DPA10301-DPB10402 with pseudo-sequence HLA-DPA10301-DPB10402. The binding affinity (normalized) is 0.536. (3) The peptide sequence is SSVFNVVNSSIGLIM. The MHC is DRB1_1201 with pseudo-sequence DRB1_1201. The binding affinity (normalized) is 0. (4) The peptide sequence is TRYTLDFDRAQRA. The MHC is DRB1_0401 with pseudo-sequence DRB1_0401. The binding affinity (normalized) is 0.634. (5) The peptide sequence is EGGAHLVQDDVIPAN. The MHC is DRB1_1101 with pseudo-sequence DRB1_1101. The binding affinity (normalized) is 0.269. (6) The peptide sequence is TMASYQAVSTAAVAA. The MHC is HLA-DQA10102-DQB10602 with pseudo-sequence HLA-DQA10102-DQB10602. The binding affinity (normalized) is 0.172. (7) The peptide sequence is GRVIDLGCGRGGWCY. The MHC is HLA-DQA10303-DQB10402 with pseudo-sequence HLA-DQA10303-DQB10402. The binding affinity (normalized) is 0.